From a dataset of Reaction yield outcomes from USPTO patents with 853,638 reactions. Predict the reaction yield, written as a fraction of the theoretical maximum amount of product (1.0 means a 100% yield; for example, 0.34 means a 34% yield). (1) The reactants are [CH3:1][C:2]1[O:6][C:5]([C:7]2[CH:12]=[CH:11][CH:10]=[CH:9][CH:8]=2)=[N:4][C:3]=1[CH2:13][CH2:14]OS(C1C=CC(C)=CC=1)(=O)=O.[C-:26]#[N:27].[Na+].C(=O)(O)[O-].[K+].O. The catalyst is CS(C)=O. The product is [CH3:1][C:2]1[O:6][C:5]([C:7]2[CH:8]=[CH:9][CH:10]=[CH:11][CH:12]=2)=[N:4][C:3]=1[CH2:13][CH2:14][C:26]#[N:27]. The yield is 0.980. (2) The reactants are [CH3:1][C:2]1[N:3]([CH:14]2[CH2:19][CH2:18][O:17][CH2:16][CH2:15]2)[C:4]([C:7]2[CH:12]=[CH:11][N:10]=[C:9]([NH2:13])[N:8]=2)=[CH:5][N:6]=1.Br[C:21]1[CH:26]=[CH:25][C:24]([S:27]([N:30]2[CH2:35][CH2:34][O:33][CH2:32][CH2:31]2)(=[O:29])=[O:28])=[CH:23][CH:22]=1.C([O-])([O-])=O.[Cs+].[Cs+].CC(C1C=C(C(C)C)C(C2C=CC=CC=2P(C2CCCCC2)C2CCCCC2)=C(C(C)C)C=1)C. The catalyst is C1C=CC(/C=C/C(/C=C/C2C=CC=CC=2)=O)=CC=1.C1C=CC(/C=C/C(/C=C/C2C=CC=CC=2)=O)=CC=1.C1C=CC(/C=C/C(/C=C/C2C=CC=CC=2)=O)=CC=1.[Pd].[Pd]. The product is [CH3:1][C:2]1[N:3]([CH:14]2[CH2:19][CH2:18][O:17][CH2:16][CH2:15]2)[C:4]([C:7]2[CH:12]=[CH:11][N:10]=[C:9]([NH:13][C:21]3[CH:26]=[CH:25][C:24]([S:27]([N:30]4[CH2:31][CH2:32][O:33][CH2:34][CH2:35]4)(=[O:28])=[O:29])=[CH:23][CH:22]=3)[N:8]=2)=[CH:5][N:6]=1. The yield is 0.240. (3) The reactants are Br[C:2]1(Br)[C:10]2[C:5](=[N:6][CH:7]=[C:8]([Br:11])[CH:9]=2)[NH:4][C:3]1=[O:12]. The catalyst is C(O)(=O)C.[Zn]. The product is [Br:11][C:8]1[CH:9]=[C:10]2[CH2:2][C:3](=[O:12])[NH:4][C:5]2=[N:6][CH:7]=1. The yield is 0.320. (4) The reactants are [CH3:1]N(C)C=O.[OH:6][CH:7]1[C:16]2[C:11](=[CH:12][CH:13]=[C:14]([OH:17])[CH:15]=2)[CH2:10][N:9]([C:18]([O:20][C:21]([CH3:24])([CH3:23])[CH3:22])=[O:19])[CH2:8]1.CI.C(=O)([O-])[O-].[K+].[K+]. The catalyst is O. The product is [OH:6][CH:7]1[C:16]2[C:11](=[CH:12][CH:13]=[C:14]([O:17][CH3:1])[CH:15]=2)[CH2:10][N:9]([C:18]([O:20][C:21]([CH3:24])([CH3:23])[CH3:22])=[O:19])[CH2:8]1. The yield is 0.380. (5) The reactants are [C:1](Cl)(=[O:4])[CH:2]=[CH2:3].[C:6]([OH:10])(=[O:9])[CH:7]=[CH2:8].C(N(CC)CC)C. The catalyst is C1COCC1. The product is [C:6]([O:10][C:1](=[O:4])[CH:2]=[CH2:3])(=[O:9])[CH:7]=[CH2:8]. The yield is 0.800.